From a dataset of Catalyst prediction with 721,799 reactions and 888 catalyst types from USPTO. Predict which catalyst facilitates the given reaction. Reactant: C(O[C:4](=[O:17])[C:5]1[CH:10]=[C:9]([C:11]([F:14])([F:13])[F:12])[CH:8]=[C:7](Br)[C:6]=1[NH2:16])C.[C:18]([O:22][C:23]([N:25]1[CH2:30][CH2:29][N:28]([CH2:31]C2C=C(N)C(C(OCC)=O)=CC=2C(F)(F)F)[CH2:27][CH2:26]1)=[O:24])([CH3:21])([CH3:20])[CH3:19].C(OC(N1CCN(CC2C=C(N)C(C(O)=O)=CC=2C(F)(F)F)CC1)=O)(C)(C)C.C(OC(N1CCN(CC2C=C(N)C([C:97](=[O:112])[NH:98][CH2:99][C:100]3[CH:105]=[C:104]([Cl:106])[CH:103]=[CH:102][C:101]=3[S:107]([CH2:110][CH3:111])(=[O:109])=[O:108])=CC=2C(F)(F)F)CC1)=O)(C)(C)C.C1C=CC2N(O)N=NC=2C=1. Product: [C:18]([O:22][C:23]([N:25]1[CH2:26][CH2:27][N:28]([CH2:31][C:7]2[CH:8]=[C:9]([C:11]([F:12])([F:13])[F:14])[CH:10]=[C:5]3[C:6]=2[NH:16][C:97](=[O:112])[N:98]([CH2:99][C:100]2[CH:105]=[C:104]([Cl:106])[CH:103]=[CH:102][C:101]=2[S:107]([CH2:110][CH3:111])(=[O:109])=[O:108])[C:4]3=[O:17])[CH2:29][CH2:30]1)=[O:24])([CH3:19])([CH3:20])[CH3:21]. The catalyst class is: 3.